Dataset: Full USPTO retrosynthesis dataset with 1.9M reactions from patents (1976-2016). Task: Predict the reactants needed to synthesize the given product. (1) Given the product [F:19][C:10]1[C:9]([N:8]([S:4]([CH2:1][CH2:25][CH3:26])(=[O:6])=[O:5])[S:4]([CH2:1][CH2:2][CH3:3])(=[O:6])=[O:5])=[CH:17][CH:16]=[C:15]([F:18])[C:11]=1[C:12]([OH:14])=[O:13], predict the reactants needed to synthesize it. The reactants are: [CH2:1]([S:4](Cl)(=[O:6])=[O:5])[CH2:2][CH3:3].[NH2:8][C:9]1[C:10]([F:19])=[C:11]([C:15]([F:18])=[CH:16][CH:17]=1)[C:12]([OH:14])=[O:13].C(N([CH2:25][CH3:26])CC)C. (2) The reactants are: [CH:1]1([N:6]2[C:11]3=[N:12][C:13]([NH:16][C:17]4[CH:22]=[CH:21][C:20]([N:23]5[CH2:28][CH2:27][N:26]([CH3:29])[CH2:25][CH2:24]5)=[CH:19][CH:18]=4)=[N:14][CH:15]=[C:10]3[CH2:9][NH:8][C:7]2=[O:30])[CH2:5][CH2:4][CH2:3][CH2:2]1.CC(C)([O-])C.[K+]. Given the product [CH:1]1([N:6]2[C:11]3=[N:12][C:13]([NH:16][C:17]4[CH:18]=[CH:19][C:20]([N:23]5[CH2:28][CH2:27][N:26]([CH3:29])[CH2:25][CH2:24]5)=[CH:21][CH:22]=4)=[N:14][CH:15]=[C:10]3[CH:9]=[N:8][C:7]2=[O:30])[CH2:5][CH2:4][CH2:3][CH2:2]1, predict the reactants needed to synthesize it. (3) Given the product [CH2:1]([N:8]1[C:17](=[O:19])[CH:12]2[CH2:13][O:14][CH2:15][CH2:16][N:11]2[C:9]1=[O:10])[C:2]1[CH:3]=[CH:4][CH:5]=[CH:6][CH:7]=1, predict the reactants needed to synthesize it. The reactants are: [CH2:1]([NH:8][C:9]([N:11]1[CH2:16][CH2:15][O:14][CH2:13][CH:12]1[C:17]([O:19]C)=O)=[O:10])[C:2]1[CH:7]=[CH:6][CH:5]=[CH:4][CH:3]=1. (4) Given the product [Cl:25][C:10]1[CH:11]=[CH:12][C:13]2[CH2:14][NH:15][CH2:16][CH:17]([C:19]3[CH:20]=[N:21][CH:22]=[CH:23][CH:24]=3)[O:18][C:8]=2[N:9]=1, predict the reactants needed to synthesize it. The reactants are: CC(C)([O-])C.[Na+].Cl[C:8]1[C:13]([CH2:14][NH:15][CH2:16][CH:17]([C:19]2[CH:20]=[N:21][CH:22]=[CH:23][CH:24]=2)[OH:18])=[CH:12][CH:11]=[C:10]([Cl:25])[N:9]=1. (5) Given the product [CH:1]1([N:6]2[C:14]3[CH:13]=[CH:12][NH:11][C:10](=[O:15])[C:9]=3[C:8]([C:17]3[CH:18]=[C:19]([C:22]([NH:24][CH3:25])=[O:23])[S:20][CH:21]=3)=[N:7]2)[CH2:2][CH2:3][CH2:4][CH2:5]1, predict the reactants needed to synthesize it. The reactants are: [CH:1]1([N:6]2[C:14]3[CH:13]=[CH:12][N:11]=[C:10]([O:15]C)[C:9]=3[C:8]([C:17]3[CH:18]=[C:19]([C:22]([NH:24][CH3:25])=[O:23])[S:20][CH:21]=3)=[N:7]2)[CH2:5][CH2:4][CH2:3][CH2:2]1.[I-].[Na+].Cl[Si](C)(C)C.O. (6) Given the product [CH:32]([O:20][C:18](=[O:19])[C@H:7]([CH2:8][C:9]1[CH:14]=[CH:13][C:12]([NH2:15])=[CH:11][CH:10]=1)[NH:6][C:4](=[O:5])[C:3]1[C:2]([Cl:1])=[CH:24][CH:23]=[CH:22][C:21]=1[Cl:25])([CH3:33])[CH3:31], predict the reactants needed to synthesize it. The reactants are: [Cl:1][C:2]1[CH:24]=[CH:23][CH:22]=[C:21]([Cl:25])[C:3]=1[C:4]([NH:6][C@H:7]([C:18]([OH:20])=[O:19])[CH2:8][C:9]1[CH:14]=[CH:13][C:12]([N+:15]([O-])=O)=[CH:11][CH:10]=1)=[O:5].CS(O)(=O)=O.[CH3:31][CH:32](O)[CH3:33]. (7) Given the product [Cl:21][C:22]1[CH:23]=[C:24]([CH2:29][C:30]([N:1]2[C:9]3[C:4](=[CH:5][C:6]([C:10]4[C:18]5[C:13](=[N:14][CH:15]=[N:16][C:17]=5[NH2:19])[N:12]([CH3:20])[N:11]=4)=[CH:7][CH:8]=3)[CH2:3][CH2:2]2)=[O:31])[CH:25]=[C:26]([Cl:28])[CH:27]=1, predict the reactants needed to synthesize it. The reactants are: [NH:1]1[C:9]2[C:4](=[CH:5][C:6]([C:10]3[C:18]4[C:13](=[N:14][CH:15]=[N:16][C:17]=4[NH2:19])[N:12]([CH3:20])[N:11]=3)=[CH:7][CH:8]=2)[CH2:3][CH2:2]1.[Cl:21][C:22]1[CH:23]=[C:24]([CH2:29][C:30](O)=[O:31])[CH:25]=[C:26]([Cl:28])[CH:27]=1.CN(C(ON1N=NC2C=CC=NC1=2)=[N+](C)C)C.F[P-](F)(F)(F)(F)F.CCN(C(C)C)C(C)C. (8) The reactants are: C([O:3][C:4](=[O:21])[C:5]([CH3:20])=[CH:6][C:7]1[CH:12]=[CH:11][C:10]([C:13]([F:16])([F:15])[F:14])=[CH:9][C:8]=1[CH2:17][CH2:18][CH3:19])C.[Li+].[OH-]. Given the product [CH3:20][C:5](=[CH:6][C:7]1[CH:12]=[CH:11][C:10]([C:13]([F:14])([F:15])[F:16])=[CH:9][C:8]=1[CH2:17][CH2:18][CH3:19])[C:4]([OH:21])=[O:3], predict the reactants needed to synthesize it. (9) Given the product [CH2:24]([NH:27][CH2:2][C:3]1[N:7]([CH2:8][CH2:9][CH3:10])[C:6]2[CH:11]=[CH:12][C:13]([CH2:15][O:16][Si:17]([CH3:23])([CH3:22])[C:18]([CH3:21])([CH3:20])[CH3:19])=[CH:14][C:5]=2[N:4]=1)[CH2:25][CH3:26], predict the reactants needed to synthesize it. The reactants are: Cl[CH2:2][C:3]1[N:7]([CH2:8][CH2:9][CH3:10])[C:6]2[CH:11]=[CH:12][C:13]([CH2:15][O:16][Si:17]([CH3:23])([CH3:22])[C:18]([CH3:21])([CH3:20])[CH3:19])=[CH:14][C:5]=2[N:4]=1.[CH2:24]([NH2:27])[CH2:25][CH3:26].